This data is from Reaction yield outcomes from USPTO patents with 853,638 reactions. The task is: Predict the reaction yield, written as a fraction of the theoretical maximum amount of product (1.0 means a 100% yield; for example, 0.34 means a 34% yield). (1) The reactants are [C:1]([O:4][C@@H:5]1[C@@H:20]([O:21][C:22](=[O:24])[CH3:23])[C@H:19]([O:25][C:26](=[O:28])[CH3:27])[CH2:18][S:17][C@H:6]1[O:7][C:8]1[C:9]([N+:14]([O-])=O)=[N:10][CH:11]=[CH:12][CH:13]=1)(=[O:3])[CH3:2]. The catalyst is C1COCC1.[Pd]. The product is [C:1]([O:4][C@@H:5]1[C@@H:20]([O:21][C:22](=[O:24])[CH3:23])[C@H:19]([O:25][C:26](=[O:28])[CH3:27])[CH2:18][S:17][C@H:6]1[O:7][C:8]1[C:9]([NH2:14])=[N:10][CH:11]=[CH:12][CH:13]=1)(=[O:3])[CH3:2]. The yield is 0.980. (2) The reactants are [C:1]([C:3]1[CH:8]=[CH:7][C:6]([C@@H:9]2[C:14]([C:15]([OH:17])=[O:16])=[C:13]([CH3:18])[N:12]([C:19]3[CH:24]=[CH:23][CH:22]=[C:21]([C:25]([F:28])([F:27])[F:26])[CH:20]=3)[C:11](=[O:29])[NH:10]2)=[C:5]([S:30]([CH3:33])(=[O:32])=[O:31])[CH:4]=1)#[N:2].Br[CH2:35][CH2:36][OH:37].C(N(CC)CC)C. The catalyst is CN(C=O)C. The product is [C:1]([C:3]1[CH:8]=[CH:7][C:6]([C@@H:9]2[C:14]([C:15]([O:17][CH2:35][CH2:36][OH:37])=[O:16])=[C:13]([CH3:18])[N:12]([C:19]3[CH:24]=[CH:23][CH:22]=[C:21]([C:25]([F:27])([F:28])[F:26])[CH:20]=3)[C:11](=[O:29])[NH:10]2)=[C:5]([S:30]([CH3:33])(=[O:31])=[O:32])[CH:4]=1)#[N:2]. The yield is 0.940. (3) The reactants are [Br:1][C:2]1[CH:3]=[C:4]2[C:9](=[CH:10][CH:11]=1)[O:8][CH:7]([CH:12]1[CH2:17][CH2:16][O:15][C:14]([CH3:19])([CH3:18])[CH2:13]1)[CH2:6][C:5]2=O.[CH3:21][C:22]([S:25]([NH2:27])=[O:26])([CH3:24])[CH3:23].C([O-])(O)=O.[Na+]. The yield is 0.950. The catalyst is C1COCC1.CCOC(C)=O.[O-]CC.[Ti+4].[O-]CC.[O-]CC.[O-]CC. The product is [Br:1][C:2]1[CH:3]=[C:4]2[C:9](=[CH:10][CH:11]=1)[O:8][CH:7]([CH:12]1[CH2:17][CH2:16][O:15][C:14]([CH3:19])([CH3:18])[CH2:13]1)[CH2:6][C:5]2=[N:27][S:25]([C:22]([CH3:24])([CH3:23])[CH3:21])=[O:26]. (4) The reactants are [Cl:1][C:2]1[N:10]=[C:9]2[C:5]([N:6]=[C:7]([CH2:12][CH:13]=O)[N:8]2[CH3:11])=[C:4]([N:15]2[CH2:20][CH2:19][O:18][CH2:17][CH2:16]2)[N:3]=1.[CH3:21][C:22]1([CH3:28])[CH2:27][O:26][CH2:25][CH2:24][NH:23]1.Cl.C(N(CC)CC)C.C(O[BH-](OC(=O)C)OC(=O)C)(=O)C.[Na+]. The catalyst is ClCCCl. The product is [Cl:1][C:2]1[N:10]=[C:9]2[C:5]([N:6]=[C:7]([CH2:12][CH2:13][N:23]3[CH2:24][CH2:25][O:26][CH2:27][C:22]3([CH3:28])[CH3:21])[N:8]2[CH3:11])=[C:4]([N:15]2[CH2:20][CH2:19][O:18][CH2:17][CH2:16]2)[N:3]=1. The yield is 0.280.